This data is from Full USPTO retrosynthesis dataset with 1.9M reactions from patents (1976-2016). The task is: Predict the reactants needed to synthesize the given product. (1) Given the product [C:37]1([S:34]([N:31]2[C:18]3=[N:19][CH:20]=[C:21]([NH:22][C:23](=[O:30])[CH2:24][CH:25]4[CH2:26][CH2:27][CH2:28][CH2:29]4)[C:16]([NH:15][CH:12]4[CH2:11][CH2:10][NH:9][CH2:14][CH2:13]4)=[C:17]3[CH:33]=[CH:32]2)(=[O:36])=[O:35])[CH:42]=[CH:41][CH:40]=[CH:39][CH:38]=1, predict the reactants needed to synthesize it. The reactants are: Cl.C(OC([N:9]1[CH2:14][CH2:13][CH:12]([NH:15][C:16]2[C:21]([NH:22][C:23](=[O:30])[CH2:24][CH:25]3[CH2:29][CH2:28][CH2:27][CH2:26]3)=[CH:20][N:19]=[C:18]3[N:31]([S:34]([C:37]4[CH:42]=[CH:41][CH:40]=[CH:39][CH:38]=4)(=[O:36])=[O:35])[CH:32]=[CH:33][C:17]=23)[CH2:11][CH2:10]1)=O)(C)(C)C. (2) Given the product [CH2:8]=[C:9]1[CH:2]([CH3:3])[CH:1]2[CH2:7][CH:10]1[CH2:11][CH2:6]2.[CH3:8][C:9]1[CH:12]2[CH2:16][CH:11]([C:10]=1[CH3:1])[CH2:14][CH2:13]2, predict the reactants needed to synthesize it. The reactants are: [CH:1]12[CH2:7]C(C[CH2:6]1)[CH2:3][CH2:2]2.[CH3:8][CH:9]=[CH:10][CH3:11].[CH:12]1[CH2:16]C=[CH:14][CH:13]=1. (3) The reactants are: C([O:3][C:4]([C:6]1[C:11]([Cl:12])=[CH:10][C:9](=[O:13])[N:8]([CH3:14])[CH:7]=1)=[O:5])C.C1COCC1.[Li+].[OH-].Cl. Given the product [Cl:12][C:11]1[C:6]([C:4]([OH:5])=[O:3])=[CH:7][N:8]([CH3:14])[C:9](=[O:13])[CH:10]=1, predict the reactants needed to synthesize it.